From a dataset of Blood-brain barrier permeability classification from the B3DB database. Regression/Classification. Given a drug SMILES string, predict its absorption, distribution, metabolism, or excretion properties. Task type varies by dataset: regression for continuous measurements (e.g., permeability, clearance, half-life) or binary classification for categorical outcomes (e.g., BBB penetration, CYP inhibition). Dataset: b3db_classification. The molecule is CCCC1OC2CC3C4CC(F)C5=CC(=O)CCC5(C)C4(F)C(O)CC3(C)C2(C(=O)CO)O1. The result is 1 (penetrates BBB).